Dataset: Catalyst prediction with 721,799 reactions and 888 catalyst types from USPTO. Task: Predict which catalyst facilitates the given reaction. Reactant: C(N(CC)CC)C.[F:8][C:9]1[CH:30]=[CH:29][CH:28]=[CH:27][C:10]=1[C:11]([NH:13][C:14]1[CH:19]=[CH:18][C:17]([C:20]2[O:21][C:22](=[S:25])[NH:23][N:24]=2)=[C:16]([F:26])[CH:15]=1)=[O:12].[CH2:31](Br)[C:32]1[CH:37]=[CH:36][CH:35]=[CH:34][CH:33]=1. Product: [F:8][C:9]1[CH:30]=[CH:29][CH:28]=[CH:27][C:10]=1[C:11]([NH:13][C:14]1[CH:19]=[CH:18][C:17]([C:20]2[O:21][C:22]([S:25][CH2:31][C:32]3[CH:37]=[CH:36][CH:35]=[CH:34][CH:33]=3)=[N:23][N:24]=2)=[C:16]([F:26])[CH:15]=1)=[O:12]. The catalyst class is: 8.